This data is from Retrosynthesis with 50K atom-mapped reactions and 10 reaction types from USPTO. The task is: Predict the reactants needed to synthesize the given product. (1) Given the product CC(C)N1CCC(c2[nH]nc(-c3ccc(C(F)(F)F)cc3)c2-c2ccncc2)CC1, predict the reactants needed to synthesize it. The reactants are: CC(C)=O.FC(F)(F)c1ccc(-c2n[nH]c(C3CCNCC3)c2-c2ccncc2)cc1. (2) Given the product N#Cc1ccc2c(c1)c(-c1ccc3cc(OCCN4CCCCC4)ccc3c1)nn2C1CCCCO1, predict the reactants needed to synthesize it. The reactants are: N#Cc1ccc2c(c1)c(Br)nn2C1CCCCO1.OB(O)c1ccc2cc(OCCN3CCCCC3)ccc2c1. (3) Given the product COc1ccc(C#Cc2ccccc2)c(CCN(C)CCc2ccc(OC)c(OC)c2)c1, predict the reactants needed to synthesize it. The reactants are: C=O.COc1ccc(C#Cc2ccccc2)c(CCNCCc2ccc(OC)c(OC)c2)c1. (4) Given the product c1cncc(-c2c3ccccc3cc3ccccc23)c1, predict the reactants needed to synthesize it. The reactants are: Brc1cccnc1.OB(O)c1c2ccccc2cc2ccccc12. (5) Given the product NS(=O)(=O)c1cc(C#Cc2cnc3c(C(F)(F)F)cc(-c4ccc(C(F)(F)F)cc4)cn23)c(F)cc1F, predict the reactants needed to synthesize it. The reactants are: C#Cc1cnc2c(C(F)(F)F)cc(-c3ccc(C(F)(F)F)cc3)cn12.NS(=O)(=O)c1cc(Br)c(F)cc1F.